This data is from Peptide-MHC class I binding affinity with 185,985 pairs from IEDB/IMGT. The task is: Regression. Given a peptide amino acid sequence and an MHC pseudo amino acid sequence, predict their binding affinity value. This is MHC class I binding data. The peptide sequence is VTVAILYSM. The MHC is Mamu-B03 with pseudo-sequence Mamu-B03. The binding affinity (normalized) is 0.0113.